Dataset: Reaction yield outcomes from USPTO patents with 853,638 reactions. Task: Predict the reaction yield, written as a fraction of the theoretical maximum amount of product (1.0 means a 100% yield; for example, 0.34 means a 34% yield). (1) The reactants are [N:1]1[C:9]2[CH2:8][CH2:7][NH:6][CH2:5][C:4]=2[S:3][C:2]=1[NH:10][C:11]([C:13]1[C:18]2[NH:19][C:20]([NH:22][C:23]([C:25]3[N:26]=[CH:27][C:28]4[C:33]([CH:34]=3)=[CH:32][CH:31]=[CH:30][CH:29]=4)=[O:24])=[N:21][C:17]=2[CH:16]=[CH:15][CH:14]=1)=[O:12].N1C=CC=CC=1.[C:41](Cl)(=[O:48])[C:42]1[CH:47]=[CH:46][CH:45]=[CH:44][CH:43]=1. The catalyst is C(Cl)Cl.C(OCC)(=O)C. The product is [C:41]([N:6]1[CH2:7][CH2:8][C:9]2[N:1]=[C:2]([NH:10][C:11]([C:13]3[C:18]4[N:19]=[C:20]([NH:22][C:23]([C:25]5[N:26]=[CH:27][C:28]6[C:33]([CH:34]=5)=[CH:32][CH:31]=[CH:30][CH:29]=6)=[O:24])[NH:21][C:17]=4[CH:16]=[CH:15][CH:14]=3)=[O:12])[S:3][C:4]=2[CH2:5]1)(=[O:48])[C:42]1[CH:47]=[CH:46][CH:45]=[CH:44][CH:43]=1. The yield is 0.470. (2) The reactants are [CH3:1][C:2]1[C:11]2[N:10]3[CH:12]=[CH:13][CH:14]=[C:9]3[C:8](=[O:15])[N:7]([CH2:16][C:17]([O:19]C)=[O:18])[C:6]=2[N:5]=[CH:4][CH:3]=1.[Li+].[OH-]. The catalyst is CO.O.C1COCC1. The product is [CH3:1][C:2]1[C:11]2[N:10]3[CH:12]=[CH:13][CH:14]=[C:9]3[C:8](=[O:15])[N:7]([CH2:16][C:17]([OH:19])=[O:18])[C:6]=2[N:5]=[CH:4][CH:3]=1. The yield is 0.730. (3) The reactants are [Br:1][C:2]1[CH:3]=[N:4][N:5]([CH:7]2[CH2:12][CH2:11][NH:10][CH2:9][CH2:8]2)[CH:6]=1.[CH3:13]CN(CC)CC.CI.O. The catalyst is CN(C=O)C. The product is [Br:1][C:2]1[CH:3]=[N:4][N:5]([CH:7]2[CH2:12][CH2:11][N:10]([CH3:13])[CH2:9][CH2:8]2)[CH:6]=1. The yield is 0.630. (4) The reactants are O1CCCCC1[N:7]1[C:15]2[C:10](=[CH:11][C:12]([C:16]3[N:20]=[CH:19][N:18](C(C4C=CC=CC=4)(C4C=CC=CC=4)C4C=CC=CC=4)[N:17]=3)=[CH:13][CH:14]=2)[C:9]([C:40]2[CH:41]=[C:42]([CH:47]=[CH:48][CH:49]=2)[C:43]([O:45]C)=[O:44])=[N:8]1.[OH-].[Na+]. The catalyst is CO. The product is [NH:18]1[CH:19]=[N:20][C:16]([C:12]2[CH:11]=[C:10]3[C:15](=[CH:14][CH:13]=2)[NH:7][N:8]=[C:9]3[C:40]2[CH:41]=[C:42]([CH:47]=[CH:48][CH:49]=2)[C:43]([OH:45])=[O:44])=[N:17]1. The yield is 0.300. (5) The reactants are [CH:1]([C:4]1[NH:5][C:6]2[C:11]([CH:12]=1)=[CH:10][C:9]([N+:13]([O-])=O)=[CH:8][CH:7]=2)([CH3:3])[CH3:2]. The catalyst is [Ni].CO. The product is [CH:1]([C:4]1[NH:5][C:6]2[C:11]([CH:12]=1)=[CH:10][C:9]([NH2:13])=[CH:8][CH:7]=2)([CH3:3])[CH3:2]. The yield is 0.410.